From a dataset of NCI-60 drug combinations with 297,098 pairs across 59 cell lines. Regression. Given two drug SMILES strings and cell line genomic features, predict the synergy score measuring deviation from expected non-interaction effect. Drug 2: COC1=C(C=C2C(=C1)N=CN=C2NC3=CC(=C(C=C3)F)Cl)OCCCN4CCOCC4. Drug 1: CC1C(C(CC(O1)OC2CC(CC3=C2C(=C4C(=C3O)C(=O)C5=C(C4=O)C(=CC=C5)OC)O)(C(=O)CO)O)N)O.Cl. Synergy scores: CSS=19.0, Synergy_ZIP=-1.77, Synergy_Bliss=-7.69, Synergy_Loewe=-8.38, Synergy_HSA=-6.19. Cell line: UO-31.